From a dataset of Full USPTO retrosynthesis dataset with 1.9M reactions from patents (1976-2016). Predict the reactants needed to synthesize the given product. (1) The reactants are: [Li]CCCC.Br[C:7]1[CH:12]=[CH:11][CH:10]=[C:9]([Br:13])[N:8]=1.C(OC([N:21]1[CH2:26][CH2:25][C:24]2([CH2:31][CH2:30][C:29](=O)[CH2:28][CH2:27]2)[CH2:23][CH2:22]1)=O)(C)(C)C. Given the product [Br:13][C:9]1[N:8]=[C:7]([C:29]2[CH2:30][CH2:31][C:24]3([CH2:25][CH2:26][NH:21][CH2:22][CH2:23]3)[CH2:27][CH:28]=2)[CH:12]=[CH:11][CH:10]=1, predict the reactants needed to synthesize it. (2) Given the product [Br-:34].[CH3:8][O:7][C:5]([C@@H:4]([O:9][C@H:10]([C:23]1[CH:24]=[CH:25][CH:26]=[CH:27][CH:28]=1)[C:11]1[CH:16]=[CH:15][C:14]([C:17]2[CH:18]=[N+:19]([CH2:33][CH2:32][O:31][CH3:30])[CH:20]=[CH:21][CH:22]=2)=[CH:13][CH:12]=1)[CH2:3][CH:2]([CH3:29])[CH3:1])=[O:6], predict the reactants needed to synthesize it. The reactants are: [CH3:1][CH:2]([CH3:29])[CH2:3][C@H:4]([O:9][C@H:10]([C:23]1[CH:28]=[CH:27][CH:26]=[CH:25][CH:24]=1)[C:11]1[CH:16]=[CH:15][C:14]([C:17]2[CH:18]=[N:19][CH:20]=[CH:21][CH:22]=2)=[CH:13][CH:12]=1)[C:5]([O:7][CH3:8])=[O:6].[CH3:30][O:31][CH2:32][CH2:33][Br:34]. (3) Given the product [C:19]([O:18][C:16]([NH:15][CH:7]([CH2:8][C:9]1[CH:10]=[CH:11][CH:12]=[CH:13][CH:14]=1)[CH2:6][CH2:5][C:4]([OH:23])=[O:3])=[O:17])([CH3:22])([CH3:20])[CH3:21], predict the reactants needed to synthesize it. The reactants are: C([O:3][C:4](=[O:23])[CH2:5][CH2:6][CH:7]([NH:15][C:16]([O:18][C:19]([CH3:22])([CH3:21])[CH3:20])=[O:17])[CH2:8][C:9]1[CH:14]=[CH:13][CH:12]=[CH:11][CH:10]=1)C.[OH-].[Na+].Cl. (4) The reactants are: [CH:1]([NH:4][C:5]1[O:6][C:7]([C:10]2[CH:11]=[C:12]3[C:16](=[CH:17][CH:18]=2)[N:15]([S:19]([C:22]2[CH:28]=[CH:27][C:25]([CH3:26])=[CH:24][CH:23]=2)(=[O:21])=[O:20])[CH:14]=[C:13]3B2OC(C)(C)C(C)(C)O2)=[N:8][N:9]=1)([CH3:3])[CH3:2].Cl[C:39]1[CH:44]=[N:43][CH:42]=[C:41]([CH:45]2[CH2:47][CH2:46]2)[N:40]=1.C1(P(C2CCCCC2)C2C=CC=CC=2C2C(C(C)C)=CC(C(C)C)=CC=2C(C)C)CCCCC1.[O-]P([O-])([O-])=O.[K+].[K+].[K+]. Given the product [CH:45]1([C:41]2[N:40]=[C:39]([C:13]3[C:12]4[C:16](=[CH:17][CH:18]=[C:10]([C:7]5[O:6][C:5]([NH:4][CH:1]([CH3:3])[CH3:2])=[N:9][N:8]=5)[CH:11]=4)[N:15]([S:19]([C:22]4[CH:28]=[CH:27][C:25]([CH3:26])=[CH:24][CH:23]=4)(=[O:20])=[O:21])[CH:14]=3)[CH:44]=[N:43][CH:42]=2)[CH2:47][CH2:46]1, predict the reactants needed to synthesize it.